Dataset: Catalyst prediction with 721,799 reactions and 888 catalyst types from USPTO. Task: Predict which catalyst facilitates the given reaction. (1) Reactant: [CH2:1]([O:3][C:4](=[O:17])[CH2:5][O:6][C:7]1[CH:12]=[CH:11][C:10]([S:13](Cl)(=O)=O)=[CH:9][CH:8]=1)[CH3:2].[Sn].Cl.C(Cl)Cl. Product: [CH2:1]([O:3][C:4](=[O:17])[CH2:5][O:6][C:7]1[CH:8]=[CH:9][C:10]([SH:13])=[CH:11][CH:12]=1)[CH3:2]. The catalyst class is: 12. (2) Reactant: [CH2:1]([O:3][C:4]([C:6]1[O:7][C:8]2[CH:14]=[CH:13][C:12](N)=[CH:11][C:9]=2[CH:10]=1)=[O:5])[CH3:2].[CH3:16][S:17]SC.C(ON=O)(C)(C)C. Product: [CH2:1]([O:3][C:4]([C:6]1[O:7][C:8]2[CH:14]=[CH:13][C:12]([S:17][CH3:16])=[CH:11][C:9]=2[CH:10]=1)=[O:5])[CH3:2]. The catalyst class is: 26. (3) Reactant: C([O:3][C:4](=[O:33])[C:5]([C:8]1[CH:9]=[C:10]([C:16]2[CH:21]=[CH:20][C:19]([C:22]([F:25])([F:24])[F:23])=[CH:18][C:17]=2[CH2:26][N:27]([C:30](=[O:32])[CH3:31])[CH2:28][CH3:29])[C:11]([O:14][CH3:15])=[CH:12][CH:13]=1)([CH3:7])[CH3:6])C.[OH-].[Na+].C(Cl)Cl.Cl. Product: [C:30]([N:27]([CH2:26][C:17]1[CH:18]=[C:19]([C:22]([F:23])([F:25])[F:24])[CH:20]=[CH:21][C:16]=1[C:10]1[C:11]([O:14][CH3:15])=[CH:12][CH:13]=[C:8]([C:5]([CH3:6])([CH3:7])[C:4]([OH:33])=[O:3])[CH:9]=1)[CH2:28][CH3:29])(=[O:32])[CH3:31]. The catalyst class is: 242. (4) Reactant: Cl.[F:2][C:3]1[CH:11]=[C:10]2[C:6]([C:7]([C:21]3[CH:22]=[N:23][N:24]([CH:26]4[CH2:31][CH2:30][NH:29][CH2:28][CH2:27]4)[CH:25]=3)=[CH:8][N:9]2[S:12]([C:15]2[CH:20]=[CH:19][CH:18]=[CH:17][CH:16]=2)(=[O:14])=[O:13])=[CH:5][CH:4]=1.[CH3:32]CN(CC)CC.C=O.[BH-](OC(C)=O)(OC(C)=O)OC(C)=O.[Na+]. Product: [F:2][C:3]1[CH:11]=[C:10]2[C:6]([C:7]([C:21]3[CH:22]=[N:23][N:24]([CH:26]4[CH2:31][CH2:30][N:29]([CH3:32])[CH2:28][CH2:27]4)[CH:25]=3)=[CH:8][N:9]2[S:12]([C:15]2[CH:16]=[CH:17][CH:18]=[CH:19][CH:20]=2)(=[O:13])=[O:14])=[CH:5][CH:4]=1. The catalyst class is: 5. (5) Reactant: [H-].[Al+3].[Li+].[H-].[H-].[H-].C([O:9][C:10](=O)[CH:11]([CH2:17][CH2:18][CH2:19][O:20][CH2:21][C:22]1[CH:27]=[CH:26][CH:25]=[CH:24][CH:23]=1)[C:12](OCC)=[O:13])C.O.CCOC(C)=O. Product: [CH2:21]([O:20][CH2:19][CH2:18][CH2:17][CH:11]([CH2:10][OH:9])[CH2:12][OH:13])[C:22]1[CH:27]=[CH:26][CH:25]=[CH:24][CH:23]=1. The catalyst class is: 1. (6) Reactant: Cl.[C:2]1([NH:8]N)[CH:7]=[CH:6][CH:5]=[CH:4][CH:3]=1.[CH3:10][N:11]1[CH:15]2[CH2:16][C:17]([CH2:19][CH:12]1[CH2:13][CH2:14]2)=O. Product: [CH3:10][N:11]1[CH:12]2[C:19]3[C:7]4[C:2](=[CH:3][CH:4]=[CH:5][CH:6]=4)[NH:8][C:17]=3[CH2:16][CH:15]1[CH2:14][CH2:13]2. The catalyst class is: 8. (7) Reactant: Cl.[CH2:2]([N:4]1[N:8]=[N:7][C:6]([CH2:9][N:10]2[C:15]3[CH:16]=[C:17]([C:19]4[CH:24]=[CH:23][C:22]([F:25])=[CH:21][C:20]=4[O:26][CH3:27])[S:18][C:14]=3[C:13](=[O:28])[N:12]([CH:29]3[CH2:34][CH2:33][NH:32][CH2:31][CH2:30]3)[C:11]2=[O:35])=[N:5]1)[CH3:3].[CH2:36]([O:38][C:39]1[C:48]([O:49][CH3:50])=[CH:47][C:46]2[C:45]([C:51]3[CH:59]=[CH:58][C:54]([C:55](O)=[O:56])=[CH:53][CH:52]=3)=[N:44][C@@H:43]3[CH2:60][CH2:61][S:62][CH2:63][C@@H:42]3[C:41]=2[CH:40]=1)[CH3:37].CN(C(ON1N=NC2C=CC=CC1=2)=[N+](C)C)C.F[P-](F)(F)(F)(F)F.CCN(C(C)C)C(C)C. Product: [CH2:36]([O:38][C:39]1[C:48]([O:49][CH3:50])=[CH:47][C:46]2[C:45]([C:51]3[CH:52]=[CH:53][C:54]([C:55]([N:32]4[CH2:33][CH2:34][CH:29]([N:12]5[C:13](=[O:28])[C:14]6[S:18][C:17]([C:19]7[CH:24]=[CH:23][C:22]([F:25])=[CH:21][C:20]=7[O:26][CH3:27])=[CH:16][C:15]=6[N:10]([CH2:9][C:6]6[N:7]=[N:8][N:4]([CH2:2][CH3:3])[N:5]=6)[C:11]5=[O:35])[CH2:30][CH2:31]4)=[O:56])=[CH:58][CH:59]=3)=[N:44][C@@H:43]3[CH2:60][CH2:61][S:62][CH2:63][C@@H:42]3[C:41]=2[CH:40]=1)[CH3:37]. The catalyst class is: 59.